Dataset: Full USPTO retrosynthesis dataset with 1.9M reactions from patents (1976-2016). Task: Predict the reactants needed to synthesize the given product. (1) Given the product [C:1]([O:5][C:6](=[O:7])[NH:8][CH:9]([C:10](=[O:12])[NH:69][C:66]1[CH:65]=[C:64]([CH2:63][CH:58]2[CH2:59][CH2:60][CH2:61][CH2:62]2)[O:68][N:67]=1)[CH2:13][CH2:14][CH3:15])([CH3:2])([CH3:3])[CH3:4], predict the reactants needed to synthesize it. The reactants are: [C:1]([O:5][C:6]([NH:8][C@@H:9]([CH2:13][CH2:14][CH3:15])[C:10]([OH:12])=O)=[O:7])([CH3:4])([CH3:3])[CH3:2].C(N(C(C)C)CC)(C)C.C1CN([P+](ON2N=NC3C=CC=CC2=3)(N2CCCC2)N2CCCC2)CC1.F[P-](F)(F)(F)(F)F.[CH:58]1([CH2:63][C:64]2[O:68][N:67]=[C:66]([NH2:69])[CH:65]=2)[CH2:62][CH2:61][CH2:60][CH2:59]1. (2) Given the product [N:37]1([CH:43]2[CH2:48][CH2:47][N:46]([C:13](=[O:14])[C@H:12]([NH:16][C:17]([N:19]3[CH2:24][CH2:23][CH:22]([N:25]4[CH2:31][CH2:30][C:29]5[CH:32]=[CH:33][CH:34]=[CH:35][C:28]=5[NH:27][C:26]4=[O:36])[CH2:21][CH2:20]3)=[O:18])[CH2:11][C:5]3[CH:6]=[CH:7][C:8]([CH2:9][CH3:10])=[C:3]([CH2:1][CH3:2])[CH:4]=3)[CH2:45][CH2:44]2)[CH2:42][CH2:41][CH2:40][CH2:39][CH2:38]1, predict the reactants needed to synthesize it. The reactants are: [CH2:1]([C:3]1[CH:4]=[C:5]([CH2:11][C@@H:12]([NH:16][C:17]([N:19]2[CH2:24][CH2:23][CH:22]([N:25]3[CH2:31][CH2:30][C:29]4[CH:32]=[CH:33][CH:34]=[CH:35][C:28]=4[NH:27][C:26]3=[O:36])[CH2:21][CH2:20]2)=[O:18])[C:13](O)=[O:14])[CH:6]=[CH:7][C:8]=1[CH2:9][CH3:10])[CH3:2].[N:37]1([CH:43]2[CH2:48][CH2:47][NH:46][CH2:45][CH2:44]2)[CH2:42][CH2:41][CH2:40][CH2:39][CH2:38]1. (3) Given the product [F:46][C:47]1[CH:48]=[C:49]([CH:92]=[CH:93][CH:94]=1)[CH2:50][N:51]1[C:55]([CH3:56])=[C:54]([C:57]2[C:65]3[C:60](=[N:61][CH:62]=[C:63]([C:66]4[CH:67]=[C:68]([N:72]5[CH2:77][CH2:76][N:75]([CH2:78][CH2:79][OH:80])[CH2:74][CH2:73]5)[CH:69]=[CH:70][CH:71]=4)[CH:64]=3)[NH:59][CH:58]=2)[C:53]([CH3:91])=[N:52]1, predict the reactants needed to synthesize it. The reactants are: Cl.FC1C=C(C=CC=1)CN1C=C(C2C3C(=NC=C(C4C=CC(C5CCNCC5)=CC=4)C=3)N(S(C3C=CC(C)=CC=3)(=O)=O)C=2)C=N1.[F:46][C:47]1[CH:48]=[C:49]([CH:92]=[CH:93][CH:94]=1)[CH2:50][N:51]1[C:55]([CH3:56])=[C:54]([C:57]2[C:65]3[C:60](=[N:61][CH:62]=[C:63]([C:66]4[CH:67]=[C:68]([N:72]5[CH2:77][CH2:76][N:75]([CH2:78][CH2:79][OH:80])[CH2:74][CH2:73]5)[CH:69]=[CH:70][CH:71]=4)[CH:64]=3)[N:59](S(C3C=CC(C)=CC=3)(=O)=O)[CH:58]=2)[C:53]([CH3:91])=[N:52]1.[OH-].[Li+]. (4) Given the product [O:40]1[CH2:39][CH2:38][N:37]([C:34]2[CH:33]=[CH:32][C:31]([C:29]3[N:28]([S:43]([C:46]4[CH:51]=[CH:50][CH:49]=[CH:48][CH:47]=4)(=[O:45])=[O:44])[C:24]4[N:25]=[CH:26][N:27]=[C:22]([C:20]5[CH:19]=[CH:18][C:4]([O:5][C@@H:6]6[CH2:10][CH2:9][NH:8][CH2:7]6)=[C:3]([CH:21]=5)[C:1]#[N:2])[C:23]=4[CH:30]=3)=[CH:36][CH:35]=2)[CH2:42][CH2:41]1.[ClH:52], predict the reactants needed to synthesize it. The reactants are: [C:1]([C:3]1[CH:21]=[C:20]([C:22]2[C:23]3[CH:30]=[C:29]([C:31]4[CH:36]=[CH:35][C:34]([N:37]5[CH2:42][CH2:41][O:40][CH2:39][CH2:38]5)=[CH:33][CH:32]=4)[N:28]([S:43]([C:46]4[CH:51]=[CH:50][CH:49]=[CH:48][CH:47]=4)(=[O:45])=[O:44])[C:24]=3[N:25]=[CH:26][N:27]=2)[CH:19]=[CH:18][C:4]=1[O:5][C@@H:6]1[CH2:10][CH2:9][N:8](C(OC(C)(C)C)=O)[CH2:7]1)#[N:2].[ClH:52]. (5) Given the product [CH3:8][O:7][C:6]1[C:4]2[O:5][C:16]([C:15]([OH:23])=[O:14])=[CH:2][C:3]=2[CH:11]=[CH:10][CH:9]=1, predict the reactants needed to synthesize it. The reactants are: O=[CH:2][C:3]1[CH:11]=[CH:10][CH:9]=[C:6]([O:7][CH3:8])[C:4]=1[OH:5].C([O:14][C:15](=[O:23])[CH:16](Br)C(OCC)=O)C.C(=O)([O-])[O-].[K+].[K+].[OH-].[K+].Cl. (6) Given the product [CH3:1][O:2][C:3]([C:5]1[CH:10]=[CH:9][C:8]([N:17]2[CH2:18][CH2:19][C:15]([F:20])([F:14])[CH2:16]2)=[C:7]([Cl:12])[N:6]=1)=[O:4], predict the reactants needed to synthesize it. The reactants are: [CH3:1][O:2][C:3]([C:5]1[CH:10]=[CH:9][C:8](Br)=[C:7]([Cl:12])[N:6]=1)=[O:4].Cl.[F:14][C:15]1([F:20])[CH2:19][CH2:18][NH:17][CH2:16]1.C1C=CC(P(C2C=CC3C(=CC=CC=3)C=2C2C3C(=CC=CC=3)C=CC=2P(C2C=CC=CC=2)C2C=CC=CC=2)C2C=CC=CC=2)=CC=1.C(=O)([O-])[O-].[Cs+].[Cs+].